Dataset: Peptide-MHC class II binding affinity with 134,281 pairs from IEDB. Task: Regression. Given a peptide amino acid sequence and an MHC pseudo amino acid sequence, predict their binding affinity value. This is MHC class II binding data. (1) The peptide sequence is LECQVQTAVDFGNSY. The MHC is HLA-DQA10303-DQB10402 with pseudo-sequence HLA-DQA10303-DQB10402. The binding affinity (normalized) is 0. (2) The peptide sequence is GELQIVDKIDCAFKI. The MHC is DRB1_0101 with pseudo-sequence DRB1_0101. The binding affinity (normalized) is 0.414. (3) The MHC is DRB4_0103 with pseudo-sequence DRB4_0103. The peptide sequence is TRVVLSEMKEAFHGL. The binding affinity (normalized) is 0.605. (4) The peptide sequence is GKTVWFVPSIKAGND. The MHC is DRB1_0404 with pseudo-sequence DRB1_0404. The binding affinity (normalized) is 0.375. (5) The peptide sequence is MSFVTTQPEALAAAA. The MHC is DRB3_0101 with pseudo-sequence DRB3_0101. The binding affinity (normalized) is 0.509. (6) The peptide sequence is APEVKYTVFETKLKK. The MHC is HLA-DPA10301-DPB10402 with pseudo-sequence HLA-DPA10301-DPB10402. The binding affinity (normalized) is 0.696. (7) The peptide sequence is EKVYTMDGEYRLRGEERK. The MHC is DRB1_0101 with pseudo-sequence DRB1_0101. The binding affinity (normalized) is 0. (8) The peptide sequence is GGSVIRISSANPEDL. The MHC is HLA-DQA10501-DQB10301 with pseudo-sequence HLA-DQA10501-DQB10301. The binding affinity (normalized) is 0.177. (9) The peptide sequence is ESTGGAYDTYKSIPS. The MHC is DRB1_0405 with pseudo-sequence DRB1_0405. The binding affinity (normalized) is 0.173. (10) The peptide sequence is DPIELNATLSAVA. The MHC is DRB1_0701 with pseudo-sequence DRB1_0701. The binding affinity (normalized) is 0.703.